From a dataset of Reaction yield outcomes from USPTO patents with 853,638 reactions. Predict the reaction yield, written as a fraction of the theoretical maximum amount of product (1.0 means a 100% yield; for example, 0.34 means a 34% yield). (1) The reactants are C(OC([NH:8][CH2:9][CH:10]1[CH2:15][CH2:14][N:13]([C:16]2[N:20]([CH3:21])[N:19]=[CH:18][C:17]=2[NH:22][C:23]([C:25]2[N:26]=[C:27](Br)[S:28][C:29]=2[NH:30]C(=O)OC(C)(C)C)=[O:24])[CH2:12][CH2:11]1)=O)CCC.[C:39]([C:41]1[CH:46]=[CH:45][C:44](B(O)O)=[CH:43][CH:42]=1)#[N:40]. No catalyst specified. The product is [NH2:30][C:29]1[S:28][C:27]([C:44]2[CH:45]=[CH:46][C:41]([C:39]#[N:40])=[CH:42][CH:43]=2)=[N:26][C:25]=1[C:23]([NH:22][C:17]1[CH:18]=[N:19][N:20]([CH3:21])[C:16]=1[N:13]1[CH2:12][CH2:11][CH:10]([CH2:9][NH2:8])[CH2:15][CH2:14]1)=[O:24]. The yield is 0.300. (2) The reactants are [O:1]1[C:5]2[CH:6]=[CH:7][C:8]([OH:10])=[CH:9][C:4]=2[CH:3]=[CH:2]1.CCN(CC)CC.[CH3:18][Si:19](Cl)([CH3:21])[CH3:20]. The catalyst is C(Cl)Cl. The product is [O:1]1[C:5]2[CH:6]=[CH:7][C:8]([O:10][Si:19]([CH3:21])([CH3:20])[CH3:18])=[CH:9][C:4]=2[CH:3]=[CH:2]1. The yield is 0.620. (3) The reactants are [Br:1][C:2]1[CH:15]=[CH:14][C:5]2[N:6]=[C:7]([C@@H:9]3[CH2:12][C@H:11](O)[CH2:10]3)[S:8][C:4]=2[CH:3]=1.C(=O)([O-])[O-].[K+].[K+].FC(F)(F)S(OS(C(F)(F)F)(=O)=O)(=O)=O.C([C@@H]([C@H](C(O)=O)O)O)(O)=O.[CH3:47][C@@H:48]1[CH2:52][CH2:51][CH2:50][NH:49]1. The catalyst is ClCCl. The product is [Br:1][C:2]1[CH:15]=[CH:14][C:5]2[N:6]=[C:7]([C@H:9]3[CH2:12][C@H:11]([N:49]4[CH2:50][CH2:51][CH2:52][C@H:48]4[CH3:47])[CH2:10]3)[S:8][C:4]=2[CH:3]=1. The yield is 0.450.